From a dataset of Peptide-MHC class I binding affinity with 185,985 pairs from IEDB/IMGT. Regression. Given a peptide amino acid sequence and an MHC pseudo amino acid sequence, predict their binding affinity value. This is MHC class I binding data. (1) The peptide sequence is WTCSRVIF. The MHC is Mamu-B17 with pseudo-sequence Mamu-B17. The binding affinity (normalized) is 0. (2) The peptide sequence is VTSLIANIDWI. The MHC is Mamu-A02 with pseudo-sequence Mamu-A02. The binding affinity (normalized) is 0.0488. (3) The peptide sequence is MRHNSREPY. The MHC is HLA-A02:19 with pseudo-sequence HLA-A02:19. The binding affinity (normalized) is 0.0847. (4) The peptide sequence is RLLIWAYLSK. The MHC is HLA-A33:01 with pseudo-sequence HLA-A33:01. The binding affinity (normalized) is 0.215. (5) The peptide sequence is GTSGVESAV. The MHC is HLA-A02:06 with pseudo-sequence HLA-A02:06. The binding affinity (normalized) is 0.137. (6) The peptide sequence is LYTVKFPNL. The MHC is HLA-A23:01 with pseudo-sequence HLA-A23:01. The binding affinity (normalized) is 0.693. (7) The peptide sequence is LLDYQGMLPV. The MHC is HLA-A68:02 with pseudo-sequence HLA-A68:02. The binding affinity (normalized) is 0.405. (8) The peptide sequence is FVASFRLFA. The MHC is HLA-A02:01 with pseudo-sequence HLA-A02:01. The binding affinity (normalized) is 0.900. (9) The peptide sequence is ETINEEAADW. The MHC is HLA-A02:02 with pseudo-sequence HLA-A02:02. The binding affinity (normalized) is 0.